This data is from Full USPTO retrosynthesis dataset with 1.9M reactions from patents (1976-2016). The task is: Predict the reactants needed to synthesize the given product. (1) Given the product [C:14]([C:13]1[CH:12]([C:9]2[CH:10]=[CH:11][C:2]([F:1])=[C:3]3[C:8]=2[O:7][C:6]([CH3:20])=[CH:5][C:4]3=[O:21])[C:24]([C:25]([O:27][CH2:28][CH3:29])=[O:26])=[C:23]([CH3:30])[NH:22][C:17]=1[CH3:18])(=[O:16])[CH3:15], predict the reactants needed to synthesize it. The reactants are: [F:1][C:2]1[CH:11]=[CH:10][C:9]([CH:12]=[C:13]([C:17](=O)[CH3:18])[C:14](=[O:16])[CH3:15])=[C:8]2[C:3]=1[C:4](=[O:21])[CH:5]=[C:6]([CH3:20])[O:7]2.[NH2:22]/[C:23](/[CH3:30])=[CH:24]\[C:25]([O:27][CH2:28][CH3:29])=[O:26]. (2) The reactants are: [CH2:1]([N:5]1[C:13]2[C:8](=[N:9][C:10]([Cl:15])=[N:11][C:12]=2[Cl:14])[N:7]=[C:6]1Cl)[C:2]#[C:3][CH3:4].[NH:17]1[CH2:22][CH2:21][CH2:20][CH:19]([NH:23][C:24](=[O:30])[O:25][C:26]([CH3:29])([CH3:28])[CH3:27])[CH2:18]1.C(#N)C. Given the product [CH2:1]([N:5]1[C:13]2[C:8](=[N:9][C:10]([Cl:15])=[N:11][C:12]=2[Cl:14])[N:7]=[C:6]1[N:17]1[CH2:22][CH2:21][CH2:20][CH:19]([NH:23][C:24](=[O:30])[O:25][C:26]([CH3:28])([CH3:27])[CH3:29])[CH2:18]1)[C:2]#[C:3][CH3:4], predict the reactants needed to synthesize it.